From a dataset of Reaction yield outcomes from USPTO patents with 853,638 reactions. Predict the reaction yield, written as a fraction of the theoretical maximum amount of product (1.0 means a 100% yield; for example, 0.34 means a 34% yield). (1) The reactants are [C:1]([OH:6])(=O)[C@H:2]([CH3:4])[OH:3].O.ON1C2C=CC=CC=2N=N1.Cl.CN(CCCN=C=NCC)C.C(N(CC)CC)C.[CH3:37][C@H:38]1[NH:43][CH2:42][CH2:41][N:40]([C:44]2[N:45]([CH2:66][C:67]([F:70])([F:69])[F:68])[C:46]3[C:51]([N:52]=2)=[C:50]([N:53]2[CH2:58][CH2:57][O:56][CH2:55][CH2:54]2)[N:49]=[C:48]([C:59]2[CH:60]=[N:61][C:62]([NH2:65])=[N:63][CH:64]=2)[N:47]=3)[CH2:39]1. The catalyst is C(Cl)Cl.CO.CN(C)C=O.C(Cl)Cl. The product is [NH2:65][C:62]1[N:63]=[CH:64][C:59]([C:48]2[N:47]=[C:46]3[C:51]([N:52]=[C:44]([N:40]4[CH2:41][CH2:42][N:43]([C:1](=[O:6])[C@@H:2]([OH:3])[CH3:4])[C@H:38]([CH3:37])[CH2:39]4)[N:45]3[CH2:66][C:67]([F:69])([F:68])[F:70])=[C:50]([N:53]3[CH2:54][CH2:55][O:56][CH2:57][CH2:58]3)[N:49]=2)=[CH:60][N:61]=1. The yield is 0.360. (2) The reactants are [NH2:1][C:2]1[CH:11]=[CH:10][C:5]([C:6]([O:8]C)=[O:7])=[CH:4][C:3]=1[I:12].[OH-].[Li+]. The catalyst is O1CCOCC1.O. The product is [NH2:1][C:2]1[CH:11]=[CH:10][C:5]([C:6]([OH:8])=[O:7])=[CH:4][C:3]=1[I:12]. The yield is 0.980. (3) The reactants are [N:1]1[C:10]2[CH2:9][CH2:8][CH2:7][CH:6]([NH2:11])[C:5]=2[N:4]=[CH:3][CH:2]=1.[O:12]=[C:13]1[C:21]2[C:16](=[CH:17][CH:18]=[CH:19][CH:20]=2)[C:15](=[O:22])[N:14]1[CH2:23][CH2:24][CH2:25][CH:26]=O.C(O[BH-](OC(=O)C)OC(=O)C)(=O)C.[Na+]. The catalyst is C(=O)(O)[O-].[Na+]. The product is [N:1]1[C:10]2[CH2:9][CH2:8][CH2:7][CH:6]([NH:11][CH2:26][CH2:25][CH2:24][CH2:23][N:14]3[C:15](=[O:22])[C:16]4[C:21](=[CH:20][CH:19]=[CH:18][CH:17]=4)[C:13]3=[O:12])[C:5]=2[N:4]=[CH:3][CH:2]=1. The yield is 0.810. (4) The product is [CH3:29][N:30]([CH2:41][C:42]1[N:46]([CH2:47][CH:48]2[CH2:52][CH2:51][N:50]([CH3:54])[CH2:49]2)[C:45]2[CH:55]=[CH:56][CH:57]=[CH:58][C:44]=2[N:43]=1)[CH:31]1[C:40]2[N:39]=[CH:38][CH:37]=[CH:36][C:35]=2[CH2:34][CH2:33][CH2:32]1. The yield is 0.780. The reactants are CN(CC1N(CC2CCNC2)C2C=CC=CC=2N=1)C1C2N=CC=CC=2CCC1.[CH3:29][N:30]([CH2:41][C:42]1[N:46]([CH2:47][CH:48]2C[CH2:52][CH2:51][N:50]([CH3:54])[CH2:49]2)[C:45]2[CH:55]=[CH:56][CH:57]=[CH:58][C:44]=2[N:43]=1)[CH:31]1[C:40]2[N:39]=[CH:38][CH:37]=[CH:36][C:35]=2[CH2:34][CH2:33][CH2:32]1. No catalyst specified. (5) The reactants are [N:1]1[CH:6]=[CH:5][CH:4]=[CH:3][C:2]=1[S:7][C:8]1[CH:13]=[CH:12][C:11]([N+:14]([O-])=O)=[CH:10][CH:9]=1.C([O-])([O-])=O.[K+].[K+]. The catalyst is CC(O)=O.CCOC(C)=O.O.[Fe]. The product is [N:1]1[CH:6]=[CH:5][CH:4]=[CH:3][C:2]=1[S:7][C:8]1[CH:13]=[CH:12][C:11]([NH2:14])=[CH:10][CH:9]=1. The yield is 0.700. (6) The reactants are [CH3:1][S:2][CH:3]([C:5]1[CH:6]=[CH:7][C:8]([C:11]([Cl:14])([Cl:13])[Cl:12])=[N:9][CH:10]=1)[CH3:4].[N:15]#[C:16][NH2:17].C(O)(=O)C.C(O)(=O)C.IC1C=CC=CC=1. The catalyst is C1COCC1. The product is [CH3:1][S:2]([CH:3]([C:5]1[CH:10]=[N:9][C:8]([C:11]([Cl:14])([Cl:13])[Cl:12])=[CH:7][CH:6]=1)[CH3:4])=[N:17][C:16]#[N:15]. The yield is 0.400. (7) The reactants are [Br:1][C:2]1[CH:27]=[CH:26][C:5]([C:6]([NH:8][C:9]2[CH:14]=[CH:13][C:12]([S:15][C:16]3[CH:21]=[CH:20][C:19]([OH:22])=[CH:18][CH:17]=3)=[C:11]([N+:23]([O-])=O)[CH:10]=2)=[O:7])=[CH:4][CH:3]=1.OC1C=CC(SC2C=CC(NC(=O)C3C=CC=C(C(F)(F)F)C=3)=CC=2[N+]([O-])=O)=CC=1. No catalyst specified. The product is [NH2:23][C:11]1[CH:10]=[C:9]([NH:8][C:6](=[O:7])[C:5]2[CH:26]=[CH:27][C:2]([Br:1])=[CH:3][CH:4]=2)[CH:14]=[CH:13][C:12]=1[S:15][C:16]1[CH:17]=[CH:18][C:19]([OH:22])=[CH:20][CH:21]=1. The yield is 0.800. (8) The product is [CH3:13][O:14][C:15]1[CH:22]=[CH:21][C:18]([CH2:19][N:8]2[C:9]3[C:4](=[CH:3][C:2]([Br:1])=[CH:11][CH:10]=3)[CH:5]=[CH:6][C:7]2=[O:12])=[CH:17][CH:16]=1. The reactants are [Br:1][C:2]1[CH:3]=[C:4]2[C:9](=[CH:10][CH:11]=1)[NH:8][C:7](=[O:12])[CH:6]=[CH:5]2.[CH3:13][O:14][C:15]1[CH:22]=[CH:21][C:18]([CH2:19]Cl)=[CH:17][CH:16]=1.[OH-].[K+].O. The catalyst is [Br-].C([N+](CCCC)(CCCC)CCCC)CCC.C1(C)C=CC=CC=1. The yield is 0.870. (9) The reactants are Cl[C:2]1[CH:3]=[CH:4][C:5]2[N:6]([CH:8]=[CH:9][N:10]=2)[N:7]=1.[NH2:11][C:12]1[CH:17]=[CH:16][CH:15]=[CH:14][C:13]=1[OH:18].C(=O)([O-])[O-].[K+].[K+].CN1CCCC1=O. The catalyst is [OH-].[Na+]. The product is [N:10]1[CH:9]=[CH:8][N:6]2[C:5]=1[CH:4]=[CH:3][C:2]([O:18][C:13]1[CH:14]=[CH:15][CH:16]=[CH:17][C:12]=1[NH2:11])=[N:7]2. The yield is 0.140.